Dataset: Reaction yield outcomes from USPTO patents with 853,638 reactions. Task: Predict the reaction yield, written as a fraction of the theoretical maximum amount of product (1.0 means a 100% yield; for example, 0.34 means a 34% yield). (1) The reactants are [Br:1][C:2]1[CH:10]=[CH:9][C:5]([C:6]([OH:8])=O)=[CH:4][C:3]=1[C:11]([F:14])([F:13])[CH3:12].C(Cl)(C(Cl)=O)=O.[F:21][C:22]([F:31])([F:30])[C:23]1[CH:28]=[CH:27][N:26]=[C:25]([NH2:29])[CH:24]=1. The catalyst is C(Cl)Cl.CN(C=O)C.C1COCC1. The product is [Br:1][C:2]1[CH:10]=[CH:9][C:5]([C:6]([NH:29][C:25]2[CH:24]=[C:23]([C:22]([F:30])([F:21])[F:31])[CH:28]=[CH:27][N:26]=2)=[O:8])=[CH:4][C:3]=1[C:11]([F:14])([F:13])[CH3:12]. The yield is 0.815. (2) The reactants are [NH2:1][C@@H:2]1[C:11]2[C:6](=[CH:7][CH:8]=[CH:9][CH:10]=2)[C@H:5]([OH:12])[CH2:4][CH2:3]1.[H-].[Na+].F[C:16]1[CH:17]=[CH:18][C:19]2[N:20]([C:22]([N:25]3[CH2:31][CH2:30][CH2:29][N:28]([CH3:32])[CH2:27][CH2:26]3)=[N:23][N:24]=2)[CH:21]=1. The catalyst is CN(C=O)C.O. The product is [CH3:32][N:28]1[CH2:29][CH2:30][CH2:31][N:25]([C:22]2[N:20]3[CH:21]=[C:16]([O:12][C@H:5]4[C:6]5[C:11](=[CH:10][CH:9]=[CH:8][CH:7]=5)[C@@H:2]([NH2:1])[CH2:3][CH2:4]4)[CH:17]=[CH:18][C:19]3=[N:24][N:23]=2)[CH2:26][CH2:27]1. The yield is 0.410.